This data is from CYP3A4 inhibition data for predicting drug metabolism from PubChem BioAssay. The task is: Regression/Classification. Given a drug SMILES string, predict its absorption, distribution, metabolism, or excretion properties. Task type varies by dataset: regression for continuous measurements (e.g., permeability, clearance, half-life) or binary classification for categorical outcomes (e.g., BBB penetration, CYP inhibition). Dataset: cyp3a4_veith. (1) The molecule is CC1=NNC(=S)NCCCN2CCN(CCCNC(=S)NN=C(C)C=NNC(=S)NCCCN3CCN(CCCNC(=S)NN=C1)CC3)CC2. The result is 0 (non-inhibitor). (2) The compound is CC(C)CO/N=C1/C[C@@H](O)[C@@H](O)[C@H]2[C@H]1CC[C@H]1C(=O)N(c3ccc(F)cc3F)C(=O)[C@H]21. The result is 0 (non-inhibitor).